This data is from NCI-60 drug combinations with 297,098 pairs across 59 cell lines. The task is: Regression. Given two drug SMILES strings and cell line genomic features, predict the synergy score measuring deviation from expected non-interaction effect. (1) Drug 1: CC1CCC2CC(C(=CC=CC=CC(CC(C(=O)C(C(C(=CC(C(=O)CC(OC(=O)C3CCCCN3C(=O)C(=O)C1(O2)O)C(C)CC4CCC(C(C4)OC)OCCO)C)C)O)OC)C)C)C)OC. Drug 2: CC12CCC3C(C1CCC2O)C(CC4=C3C=CC(=C4)O)CCCCCCCCCS(=O)CCCC(C(F)(F)F)(F)F. Cell line: U251. Synergy scores: CSS=-2.31, Synergy_ZIP=6.59, Synergy_Bliss=3.56, Synergy_Loewe=-0.510, Synergy_HSA=0.900. (2) Drug 1: CC1=CC2C(CCC3(C2CCC3(C(=O)C)OC(=O)C)C)C4(C1=CC(=O)CC4)C. Drug 2: C#CCC(CC1=CN=C2C(=N1)C(=NC(=N2)N)N)C3=CC=C(C=C3)C(=O)NC(CCC(=O)O)C(=O)O. Cell line: RPMI-8226. Synergy scores: CSS=5.28, Synergy_ZIP=-1.32, Synergy_Bliss=-0.394, Synergy_Loewe=3.22, Synergy_HSA=1.98. (3) Drug 1: CC1OCC2C(O1)C(C(C(O2)OC3C4COC(=O)C4C(C5=CC6=C(C=C35)OCO6)C7=CC(=C(C(=C7)OC)O)OC)O)O. Synergy scores: CSS=25.5, Synergy_ZIP=-4.79, Synergy_Bliss=-1.38, Synergy_Loewe=-21.4, Synergy_HSA=-0.115. Drug 2: CCC1(CC2CC(C3=C(CCN(C2)C1)C4=CC=CC=C4N3)(C5=C(C=C6C(=C5)C78CCN9C7C(C=CC9)(C(C(C8N6C=O)(C(=O)OC)O)OC(=O)C)CC)OC)C(=O)OC)O.OS(=O)(=O)O. Cell line: EKVX. (4) Drug 1: CNC(=O)C1=NC=CC(=C1)OC2=CC=C(C=C2)NC(=O)NC3=CC(=C(C=C3)Cl)C(F)(F)F. Drug 2: CC1C(C(CC(O1)OC2CC(CC3=C2C(=C4C(=C3O)C(=O)C5=C(C4=O)C(=CC=C5)OC)O)(C(=O)CO)O)N)O.Cl. Cell line: SK-MEL-28. Synergy scores: CSS=38.6, Synergy_ZIP=0.665, Synergy_Bliss=4.44, Synergy_Loewe=-11.1, Synergy_HSA=3.81. (5) Synergy scores: CSS=36.1, Synergy_ZIP=-0.203, Synergy_Bliss=-0.314, Synergy_Loewe=-9.87, Synergy_HSA=-0.299. Drug 1: CC12CCC3C(C1CCC2=O)CC(=C)C4=CC(=O)C=CC34C. Drug 2: CN1C2=C(C=C(C=C2)N(CCCl)CCCl)N=C1CCCC(=O)O.Cl. Cell line: HS 578T. (6) Drug 1: CC1=C(C=C(C=C1)NC(=O)C2=CC=C(C=C2)CN3CCN(CC3)C)NC4=NC=CC(=N4)C5=CN=CC=C5. Drug 2: C1CC(=O)NC(=O)C1N2C(=O)C3=CC=CC=C3C2=O. Cell line: OVCAR-8. Synergy scores: CSS=-7.29, Synergy_ZIP=6.30, Synergy_Bliss=6.71, Synergy_Loewe=-1.86, Synergy_HSA=-2.58. (7) Drug 1: C1=CC(=C2C(=C1NCCNCCO)C(=O)C3=C(C=CC(=C3C2=O)O)O)NCCNCCO. Drug 2: C(CN)CNCCSP(=O)(O)O. Cell line: PC-3. Synergy scores: CSS=23.8, Synergy_ZIP=-6.32, Synergy_Bliss=2.82, Synergy_Loewe=-67.1, Synergy_HSA=2.24. (8) Drug 1: C1=CC(=CC=C1CC(C(=O)O)N)N(CCCl)CCCl.Cl. Drug 2: C#CCC(CC1=CN=C2C(=N1)C(=NC(=N2)N)N)C3=CC=C(C=C3)C(=O)NC(CCC(=O)O)C(=O)O. Cell line: UO-31. Synergy scores: CSS=7.50, Synergy_ZIP=-1.38, Synergy_Bliss=0.457, Synergy_Loewe=-0.137, Synergy_HSA=-0.244.